This data is from Catalyst prediction with 721,799 reactions and 888 catalyst types from USPTO. The task is: Predict which catalyst facilitates the given reaction. (1) Reactant: [Cl:1][C:2]1[CH:7]=[CH:6][C:5]([C:8]2([N:14]3[CH2:19][CH2:18][NH:17][C@H:16]([CH3:20])[CH2:15]3)[CH2:13][CH2:12][CH2:11][CH2:10][CH2:9]2)=[CH:4][CH:3]=1.[C:21]([O:25][CH3:26])(=[O:24])[CH:22]=O.C(O)(=O)C.[BH-](OC(C)=O)(OC(C)=O)OC(C)=O.[Na+]. Product: [Cl:1][C:2]1[CH:7]=[CH:6][C:5]([C:8]2([N:14]3[CH2:19][CH2:18][N:17]([CH2:22][C:21]([O:25][CH3:26])=[O:24])[C@H:16]([CH3:20])[CH2:15]3)[CH2:13][CH2:12][CH2:11][CH2:10][CH2:9]2)=[CH:4][CH:3]=1. The catalyst class is: 46. (2) Reactant: C(=O)([O-])[O-].[K+].[K+].Cl[C:8]1[CH:13]=[C:12]([C:14]2[CH:15]=[CH:16][CH:17]=[C:18]3[C:22]=2[NH:21][N:20]=[C:19]3[NH2:23])[N:11]=[C:10]2[N:24]([CH3:27])[N:25]=[CH:26][C:9]=12.[CH3:28][S:29]([C:32]1[CH:37]=[CH:36][C:35]([OH:38])=[CH:34][CH:33]=1)(=[O:31])=[O:30]. Product: [CH3:27][N:24]1[C:10]2=[N:11][C:12]([C:14]3[CH:15]=[CH:16][CH:17]=[C:18]4[C:22]=3[NH:21][N:20]=[C:19]4[NH2:23])=[CH:13][C:8]([O:38][C:35]3[CH:34]=[CH:33][C:32]([S:29]([CH3:28])(=[O:31])=[O:30])=[CH:37][CH:36]=3)=[C:9]2[CH:26]=[N:25]1. The catalyst class is: 3. (3) Product: [CH2:1]([N:3]1[CH2:16][C:15]2[C:10](=[CH:11][C:12]([NH2:18])=[CH:13][CH:14]=2)[C:9]2[CH:8]=[CH:7][CH:6]=[CH:5][C:4]1=2)[CH3:2]. The catalyst class is: 1. Reactant: [CH2:1]([N:3]1[C:16](=O)[C:15]2[C:10](=[CH:11][C:12]([N+:18]([O-])=O)=[CH:13][CH:14]=2)[C:9]2[CH:8]=[CH:7][CH:6]=[CH:5][C:4]1=2)[CH3:2].[H-].[Al+3].[Li+].[H-].[H-].[H-]. (4) Reactant: [CH2:1]([N:3]([CH2:38][CH3:39])[CH2:4][CH2:5][CH2:6][NH:7][C:8]1[N:9]=[C:10]([C:27]2[CH:28]=[C:29]([CH:33]=[C:34]([F:37])[C:35]=2[CH3:36])[C:30]([OH:32])=O)[C:11]2[CH:17]=[CH:16][C:15](=[O:18])[N:14]([C:19]3[C:24]([F:25])=[CH:23][CH:22]=[CH:21][C:20]=3[F:26])[C:12]=2[N:13]=1)[CH3:2].CN(C(ON1N=NC2C=CC=CC1=2)=[N+](C)C)C.F[P-](F)(F)(F)(F)F.C(N(CC)CC)C.[C:71]([NH2:75])([CH3:74])([CH3:73])[CH3:72]. Product: [CH2:38]([N:3]([CH2:1][CH3:2])[CH2:4][CH2:5][CH2:6][NH:7][C:8]1[N:9]=[C:10]([C:27]2[CH:28]=[C:29]([CH:33]=[C:34]([F:37])[C:35]=2[CH3:36])[C:30]([NH:75][C:71]([CH3:74])([CH3:73])[CH3:72])=[O:32])[C:11]2[CH:17]=[CH:16][C:15](=[O:18])[N:14]([C:19]3[C:20]([F:26])=[CH:21][CH:22]=[CH:23][C:24]=3[F:25])[C:12]=2[N:13]=1)[CH3:39]. The catalyst class is: 3. (5) Reactant: [C:1]([C:7]1[C:8]([C:12]2[CH2:13][N:14](C)[CH2:15][CH2:16][CH:17]=2)=[N:9][NH:10][CH:11]=1)#[C:2][CH2:3][CH2:4][CH2:5][CH3:6].[CH:19]#[C:20][CH2:21][CH2:22][CH2:23][CH2:24][CH3:25].[C:26]1([S:32]([N:35]2[CH:39]=[C:38](Br)[C:37]([C:41]3[CH:42]=[N:43][CH:44]=[CH:45][CH:46]=3)=[N:36]2)(=[O:34])=[O:33])[CH:31]=[CH:30][CH:29]=[CH:28][CH:27]=1. Product: [C:1]([C:7]1[C:8]([C:12]2[CH:13]=[N:14][CH:15]=[CH:16][CH:17]=2)=[N:9][NH:10][CH:11]=1)#[C:2][CH2:3][CH2:4][CH2:5][CH2:6][CH3:19].[C:26]1([S:32]([N:35]2[CH:39]=[C:38]([C:19]#[C:20][CH2:21][CH2:22][CH2:23][CH2:24][CH3:25])[C:37]([C:41]3[CH:42]=[N:43][CH:44]=[CH:45][CH:46]=3)=[N:36]2)(=[O:34])=[O:33])[CH:31]=[CH:30][CH:29]=[CH:28][CH:27]=1. The catalyst class is: 27. (6) Reactant: [C:1]([O:7][CH2:8][C@@H:9]([O:41][C:42]([CH3:45])([CH3:44])[CH3:43])[C:10]1[C:32]([CH3:33])=[CH:31][C:13]2[N:14]=[C:15]([C:17]3[CH:22]=[CH:21][N:20]=[C:19]([C:23]4[CH:28]=[CH:27][CH:26]=[C:25]([C:29]#[N:30])[CH:24]=4)[CH:18]=3)[S:16][C:12]=2[C:11]=1[C:34]1[CH:39]=[CH:38][C:37]([Cl:40])=[CH:36][CH:35]=1)(=[O:6])[C:2]([CH3:5])([CH3:4])[CH3:3].[Cl-].[NH4+].[N-:48]=[N+:49]=[N-:50].[Na+]. Product: [C:1]([O:7][CH2:8][C@H:9]([C:10]1[C:32]([CH3:33])=[CH:31][C:13]2[N:14]=[C:15]([C:17]3[CH:22]=[CH:21][N:20]=[C:19]([C:23]4[CH:28]=[CH:27][CH:26]=[C:25]([C:29]5[NH:50][N:49]=[N:48][N:30]=5)[CH:24]=4)[CH:18]=3)[S:16][C:12]=2[C:11]=1[C:34]1[CH:39]=[CH:38][C:37]([Cl:40])=[CH:36][CH:35]=1)[O:41][C:42]([CH3:45])([CH3:44])[CH3:43])(=[O:6])[C:2]([CH3:3])([CH3:5])[CH3:4]. The catalyst class is: 3. (7) Reactant: [CH2:1]([N:8]1[C:16]2[CH:15]=[CH:14]N[C:12](=[O:17])[C:11]=2[CH:10]=[C:9]1[CH3:18])[C:2]1[CH:7]=[CH:6][CH:5]=[CH:4][CH:3]=1.[H-].[Na+].[CH2:21](Br)[C:22]1[CH:27]=[CH:26][CH:25]=[CH:24][CH:23]=1.[CH3:29]N(C=O)C. Product: [CH2:1]([N:8]1[C:16]2[C:11](=[C:12]([O:17][CH2:21][C:22]3[CH:27]=[CH:26][CH:25]=[CH:24][CH:23]=3)[CH:29]=[CH:14][CH:15]=2)[CH:10]=[C:9]1[CH3:18])[C:2]1[CH:7]=[CH:6][CH:5]=[CH:4][CH:3]=1. The catalyst class is: 13.